Dataset: Catalyst prediction with 721,799 reactions and 888 catalyst types from USPTO. Task: Predict which catalyst facilitates the given reaction. (1) Reactant: [O:1]=[C:2]1[CH2:7][CH2:6][CH:5]([O:8][C:9](=[O:18])[CH:10]=[CH:11][C:12]2[CH:17]=[CH:16][CH:15]=[CH:14][CH:13]=2)[CH2:4][CH2:3]1.ClC1C=C(C=CC=1)C(OO)=[O:24]. Product: [O:24]=[C:2]1[O:1][CH2:7][CH2:6][CH:5]([O:8][C:9](=[O:18])[CH:10]=[CH:11][C:12]2[CH:17]=[CH:16][CH:15]=[CH:14][CH:13]=2)[CH2:4][CH2:3]1. The catalyst class is: 4. (2) Reactant: [CH:1]1(O)[C:11]2=[C:12]3[C:7](=[CH:8][CH:9]=[CH:10]2)[CH2:6][CH2:5][CH2:4][CH:3]3[CH2:2]1.C1(P([N:28]=[N+]=[N-])(C2C=CC=CC=2)=O)C=CC=CC=1.C1(C2CCCCCCCCCC=2)CCCCCCCCNN=1.O. Product: [CH:1]1([NH2:28])[C:11]2=[C:12]3[C:7](=[CH:8][CH:9]=[CH:10]2)[CH2:6][CH2:5][CH2:4][CH:3]3[CH2:2]1. The catalyst class is: 11. (3) Reactant: [Cl:1][C:2]1[CH:3]=[C:4]([CH:10]=[CH:11][C:12]=1OS(C(F)(F)F)(=O)=O)[C:5]([O:7][CH2:8][CH3:9])=[O:6].[F:21][C:22]1[CH:27]=[CH:26][C:25]([O:28][CH3:29])=[CH:24][C:23]=1B(O)O.C(=O)([O-])[O-].[K+].[K+]. Product: [Cl:1][C:2]1[CH:3]=[C:4]([C:5]([O:7][CH2:8][CH3:9])=[O:6])[CH:10]=[CH:11][C:12]=1[C:23]1[CH:24]=[C:25]([O:28][CH3:29])[CH:26]=[CH:27][C:22]=1[F:21]. The catalyst class is: 3. (4) Reactant: [CH3:1][O:2][C:3]([C:5]1[CH:6]=[C:7]2[C:11](=[CH:12][CH:13]=1)[NH:10][C:9]([C:14](=[O:25])[NH:15][CH:16]1[CH2:21][CH2:20][N:19]([CH:22]([CH3:24])[CH3:23])[CH2:18][CH2:17]1)=[CH:8]2)=[O:4].Br[CH2:27][C:28]([NH:30][C:31]1[CH:36]=[CH:35][C:34]([Cl:37])=[CH:33][N:32]=1)=[O:29].[H-].[Na+]. Product: [CH3:1][O:2][C:3]([C:5]1[CH:6]=[C:7]2[C:11](=[CH:12][CH:13]=1)[N:10]([CH2:27][C:28](=[O:29])[NH:30][C:31]1[CH:36]=[CH:35][C:34]([Cl:37])=[CH:33][N:32]=1)[C:9]([C:14](=[O:25])[NH:15][CH:16]1[CH2:17][CH2:18][N:19]([CH:22]([CH3:23])[CH3:24])[CH2:20][CH2:21]1)=[CH:8]2)=[O:4]. The catalyst class is: 3. (5) Reactant: [NH2:1][CH2:2][C@@H:3]1[C@@H:11]([C@@:12]2([CH3:21])[CH2:17][CH2:16][C@H:15]([OH:18])[CH2:14][C@@H:13]2[CH2:19][OH:20])[CH2:10][CH2:9][C@@:8]2([CH3:22])[C@H:4]1[CH2:5][CH2:6][C:7]2=[CH2:23].C1CN([P+](ON2N=NC3C=CC=CC2=3)(N2CCCC2)N2CCCC2)CC1.F[P-](F)(F)(F)(F)F.[N:57]1[CH:62]=[CH:61][N:60]=[CH:59][C:58]=1[C:63](O)=[O:64].CCN(C(C)C)C(C)C. Product: [OH:18][C@H:15]1[CH2:16][CH2:17][C@@:12]([C@H:11]2[CH2:10][CH2:9][C@@:8]3([CH3:22])[C@@H:4]([CH2:5][CH2:6][C:7]3=[CH2:23])[C@@H:3]2[CH2:2][NH:1][C:63]([C:58]2[CH:59]=[N:60][CH:61]=[CH:62][N:57]=2)=[O:64])([CH3:21])[C@@H:13]([CH2:19][OH:20])[CH2:14]1. The catalyst class is: 31. (6) Reactant: [C:1](=[O:34])([O:24][CH2:25][CH2:26][CH2:27][CH2:28][CH2:29][O:30][N+:31]([O-:33])=[O:32])[O:2][CH2:3]/[C:4](/[C:14]1[CH:19]=[CH:18][C:17]([S:20]([CH3:23])(=[O:22])=[O:21])=[CH:16][CH:15]=1)=[C:5](/[C:8]1[CH:13]=[CH:12][CH:11]=[CH:10][CH:9]=1)\[CH2:6][OH:7].CC(OI1(OC(C)=O)(OC(C)=O)OC(=O)C2C=CC=CC1=2)=[O:37].O.OP(O)(O)=O.[O-]Cl=O.[Na+].CC(=CC)C. Product: [CH3:23][S:20]([C:17]1[CH:18]=[CH:19][C:14](/[C:4](/[CH2:3][O:2][C:1]([O:24][CH2:25][CH2:26][CH2:27][CH2:28][CH2:29][O:30][N+:31]([O-:33])=[O:32])=[O:34])=[C:5](\[C:8]2[CH:9]=[CH:10][CH:11]=[CH:12][CH:13]=2)/[C:6]([OH:37])=[O:7])=[CH:15][CH:16]=1)(=[O:21])=[O:22]. The catalyst class is: 317.